Dataset: Reaction yield outcomes from USPTO patents with 853,638 reactions. Task: Predict the reaction yield, written as a fraction of the theoretical maximum amount of product (1.0 means a 100% yield; for example, 0.34 means a 34% yield). (1) The reactants are [Br:1][C:2]1[CH:10]=[CH:9][CH:8]=[CH:7][C:3]=1[C:4]([OH:6])=O.CCN=C=NCCCN(C)C.C1C=CC2N(O)N=NC=2C=1.CN1CCOCC1.[NH2:39][CH2:40][C:41]([NH:43][C@H:44]([B:49]1[O:53][C@@H:52]2[CH2:54][C@@H:55]3[CH2:58][C@H:57]([C@:51]2([CH3:61])[O:50]1)[C:56]3([CH3:60])[CH3:59])[CH2:45][CH:46]([CH3:48])[CH3:47])=[O:42]. The catalyst is C(Cl)Cl. The product is [Br:1][C:2]1[CH:10]=[CH:9][CH:8]=[CH:7][C:3]=1[C:4]([NH:39][CH2:40][C:41]([NH:43][C@H:44]([B:49]1[O:53][C@@H:52]2[CH2:54][C@@H:55]3[CH2:58][C@H:57]([C@:51]2([CH3:61])[O:50]1)[C:56]3([CH3:59])[CH3:60])[CH2:45][CH:46]([CH3:48])[CH3:47])=[O:42])=[O:6]. The yield is 0.780. (2) The reactants are [CH2:1]1[C:10]2[C:5](=[CH:6][CH:7]=[CH:8][CH:9]=2)[CH2:4][CH2:3][NH:2]1.S([O-])([O-])(=O)=O.[N+:16]([O-])([O-:18])=[O:17].[K+].[NH4+]. The catalyst is S(=O)(=O)(O)O. The product is [N+:16]([C:8]1[CH:9]=[C:10]2[C:5]([CH2:4][CH2:3][NH:2][CH2:1]2)=[CH:6][CH:7]=1)([O-:18])=[O:17]. The yield is 0.410.